This data is from Forward reaction prediction with 1.9M reactions from USPTO patents (1976-2016). The task is: Predict the product of the given reaction. Given the reactants [CH3:1][C:2]([O-:4])=[O:3].[CH3:5][C:6]([O-:8])=[O:7].[Cu+2:9].O.C1(C(O)=O)C=C(C(O)=O)C=C(C(O)=O)C=1.CO, predict the reaction product. The product is: [C:2]([O-:4])(=[O:3])[CH3:1].[Cu+2:9].[C:6]([O-:8])(=[O:7])[CH3:5].